Dataset: NCI-60 drug combinations with 297,098 pairs across 59 cell lines. Task: Regression. Given two drug SMILES strings and cell line genomic features, predict the synergy score measuring deviation from expected non-interaction effect. (1) Drug 1: C1=NC2=C(N=C(N=C2N1C3C(C(C(O3)CO)O)F)Cl)N. Drug 2: CC(C)NC(=O)C1=CC=C(C=C1)CNNC.Cl. Cell line: OVCAR-5. Synergy scores: CSS=2.16, Synergy_ZIP=-0.847, Synergy_Bliss=-1.36, Synergy_Loewe=0.307, Synergy_HSA=-1.04. (2) Drug 1: CC1=C(N=C(N=C1N)C(CC(=O)N)NCC(C(=O)N)N)C(=O)NC(C(C2=CN=CN2)OC3C(C(C(C(O3)CO)O)O)OC4C(C(C(C(O4)CO)O)OC(=O)N)O)C(=O)NC(C)C(C(C)C(=O)NC(C(C)O)C(=O)NCCC5=NC(=CS5)C6=NC(=CS6)C(=O)NCCC[S+](C)C)O. Drug 2: CC(C)NC(=O)C1=CC=C(C=C1)CNNC.Cl. Cell line: BT-549. Synergy scores: CSS=25.8, Synergy_ZIP=0.838, Synergy_Bliss=0.640, Synergy_Loewe=-16.5, Synergy_HSA=0.864. (3) Drug 1: CCN(CC)CCNC(=O)C1=C(NC(=C1C)C=C2C3=C(C=CC(=C3)F)NC2=O)C. Drug 2: CCC1(CC2CC(C3=C(CCN(C2)C1)C4=CC=CC=C4N3)(C5=C(C=C6C(=C5)C78CCN9C7C(C=CC9)(C(C(C8N6C)(C(=O)OC)O)OC(=O)C)CC)OC)C(=O)OC)O.OS(=O)(=O)O. Cell line: UACC62. Synergy scores: CSS=8.42, Synergy_ZIP=-0.309, Synergy_Bliss=2.94, Synergy_Loewe=3.47, Synergy_HSA=2.42. (4) Drug 1: CC(CN1CC(=O)NC(=O)C1)N2CC(=O)NC(=O)C2. Drug 2: CC1C(C(CC(O1)OC2CC(CC3=C2C(=C4C(=C3O)C(=O)C5=CC=CC=C5C4=O)O)(C(=O)C)O)N)O. Cell line: BT-549. Synergy scores: CSS=23.0, Synergy_ZIP=-8.46, Synergy_Bliss=-6.27, Synergy_Loewe=-18.0, Synergy_HSA=-4.32. (5) Drug 1: CC12CCC3C(C1CCC2=O)CC(=C)C4=CC(=O)C=CC34C. Drug 2: C1=CC(=CC=C1CC(C(=O)O)N)N(CCCl)CCCl.Cl. Cell line: EKVX. Synergy scores: CSS=40.4, Synergy_ZIP=2.47, Synergy_Bliss=8.14, Synergy_Loewe=-3.35, Synergy_HSA=7.37. (6) Synergy scores: CSS=6.71, Synergy_ZIP=-4.06, Synergy_Bliss=-1.01, Synergy_Loewe=-3.77, Synergy_HSA=-1.79. Drug 2: CCCCCOC(=O)NC1=NC(=O)N(C=C1F)C2C(C(C(O2)C)O)O. Cell line: BT-549. Drug 1: C1CN1P(=S)(N2CC2)N3CC3. (7) Cell line: NCIH23. Synergy scores: CSS=61.8, Synergy_ZIP=-0.0835, Synergy_Bliss=-0.0992, Synergy_Loewe=-66.2, Synergy_HSA=0.291. Drug 2: CS(=O)(=O)CCNCC1=CC=C(O1)C2=CC3=C(C=C2)N=CN=C3NC4=CC(=C(C=C4)OCC5=CC(=CC=C5)F)Cl. Drug 1: CC=C1C(=O)NC(C(=O)OC2CC(=O)NC(C(=O)NC(CSSCCC=C2)C(=O)N1)C(C)C)C(C)C. (8) Drug 1: CC(CN1CC(=O)NC(=O)C1)N2CC(=O)NC(=O)C2. Drug 2: N.N.Cl[Pt+2]Cl. Cell line: OVCAR-4. Synergy scores: CSS=16.5, Synergy_ZIP=-3.71, Synergy_Bliss=2.76, Synergy_Loewe=3.83, Synergy_HSA=3.53. (9) Drug 1: CC1C(C(CC(O1)OC2CC(CC3=C2C(=C4C(=C3O)C(=O)C5=C(C4=O)C(=CC=C5)OC)O)(C(=O)C)O)N)O.Cl. Drug 2: CC1=C(C=C(C=C1)C(=O)NC2=CC(=CC(=C2)C(F)(F)F)N3C=C(N=C3)C)NC4=NC=CC(=N4)C5=CN=CC=C5. Cell line: RPMI-8226. Synergy scores: CSS=40.8, Synergy_ZIP=14.7, Synergy_Bliss=16.7, Synergy_Loewe=-22.0, Synergy_HSA=12.3.